This data is from Full USPTO retrosynthesis dataset with 1.9M reactions from patents (1976-2016). The task is: Predict the reactants needed to synthesize the given product. (1) Given the product [F:1][CH2:2][CH2:3][O:4][S:11]([C:8]1[CH:9]=[CH:10][C:5]([CH3:15])=[CH:6][CH:7]=1)(=[O:13])=[O:12], predict the reactants needed to synthesize it. The reactants are: [F:1][CH2:2][CH2:3][OH:4].[C:5]1([CH3:15])[CH:10]=[CH:9][C:8]([S:11](O)(=[O:13])=[O:12])=[CH:7][CH:6]=1. (2) Given the product [F:10][C:7]1[CH:8]=[CH:9][C:4]([C:3]([C:11]2[C:16]([O:17][CH2:18][CH2:19][CH3:20])=[CH:15][CH:14]=[CH:13][N:12]=2)=[O:22])=[CH:5][CH:6]=1, predict the reactants needed to synthesize it. The reactants are: C([CH:3]([C:11]1[C:16]([O:17][CH2:18][CH2:19][CH3:20])=[CH:15][CH:14]=[CH:13][N:12]=1)[C:4]1[CH:9]=[CH:8][C:7]([F:10])=[CH:6][CH:5]=1)#N.C(=O)([O-])[O-:22].[K+].[K+].O. (3) The reactants are: C[Si]([C:5]#[C:6][C:7]1[CH:8]=[C:9]2[N:15]=[CH:14][N:13]([CH2:16][C:17]3[CH:33]=[CH:32][C:20]4[N:21]=[C:22]([NH:24][C@@H:25]5[CH2:30][CH2:29][CH2:28][CH2:27][C@H:26]5[OH:31])[S:23][C:19]=4[CH:18]=3)[C:10]2=[N:11][CH:12]=1)(C)C.C([O-])([O-])=O.[K+].[K+]. Given the product [C:6]([C:7]1[CH:8]=[C:9]2[N:15]=[CH:14][N:13]([CH2:16][C:17]3[CH:33]=[CH:32][C:20]4[N:21]=[C:22]([NH:24][C@@H:25]5[CH2:30][CH2:29][CH2:28][CH2:27][C@H:26]5[OH:31])[S:23][C:19]=4[CH:18]=3)[C:10]2=[N:11][CH:12]=1)#[CH:5], predict the reactants needed to synthesize it. (4) Given the product [OH:15][C:16]1[CH:21]=[CH:20][C:19]([N:22]2[C:30]3[C:25](=[CH:26][CH:27]=[CH:28][CH:29]=3)[C:24]([CH:31]=[N:32][OH:33])=[C:23]2[CH3:34])=[CH:18][CH:17]=1, predict the reactants needed to synthesize it. The reactants are: C([SiH](CC)CC)C.C([O:15][C:16]1[CH:21]=[CH:20][C:19]([N:22]2[C:30]3[C:25](=[CH:26][CH:27]=[CH:28][CH:29]=3)[C:24]([CH:31]=[N:32][OH:33])=[C:23]2[CH3:34])=[CH:18][CH:17]=1)C1C=CC=CC=1.[Cl-].[NH4+].[F-].C([N+](CCCC)(CCCC)CCCC)CCC. (5) Given the product [NH:8]1[CH2:12][CH2:11][C@@H:10]([C:13]2[CH:14]=[C:15]([NH:19][S:20]([C:23]3[CH:28]=[CH:27][CH:26]=[C:25]([O:29][C:30]([F:33])([F:31])[F:32])[CH:24]=3)(=[O:22])=[O:21])[CH:16]=[CH:17][CH:18]=2)[CH2:9]1, predict the reactants needed to synthesize it. The reactants are: C([N:8]1[CH2:12][CH2:11][C@@H:10]([C:13]2[CH:14]=[C:15]([NH:19][S:20]([C:23]3[CH:28]=[CH:27][CH:26]=[C:25]([O:29][C:30]([F:33])([F:32])[F:31])[CH:24]=3)(=[O:22])=[O:21])[CH:16]=[CH:17][CH:18]=2)[CH2:9]1)C1C=CC=CC=1. (6) Given the product [C:19]([O:23][C:24]([N:4]1[CH2:5][CH2:6][C@H:2]([OH:1])[C@H:3]1[C:7]([OH:9])=[O:8])=[O:25])([CH3:22])([CH3:21])[CH3:20], predict the reactants needed to synthesize it. The reactants are: [OH:1][C@H:2]1[CH2:6][CH2:5][NH:4][C@@H:3]1[C:7]([OH:9])=[O:8].C(N(C(C)C)CC)(C)C.[C:19]([O:23][C:24](O[C:24]([O:23][C:19]([CH3:22])([CH3:21])[CH3:20])=[O:25])=[O:25])([CH3:22])([CH3:21])[CH3:20]. (7) Given the product [C:9]([C:8]1[C:6]([C:2]2[O:1][CH:5]=[CH:4][CH:3]=2)=[N:31][C:30]([NH:29][C:27](=[O:28])[C:26]2[CH:25]=[CH:24][C:23]([CH2:22][N:20]([CH2:19][CH2:18][O:17][CH3:16])[CH3:21])=[CH:34][CH:33]=2)=[N:32][C:11]=1[S:14][CH3:15])#[N:10], predict the reactants needed to synthesize it. The reactants are: [O:1]1[CH:5]=[CH:4][CH:3]=[C:2]1[C:6]([C:8](=[C:11]([S:14][CH3:15])SC)[C:9]#[N:10])=O.[CH3:16][O:17][CH2:18][CH2:19][N:20]([CH2:22][C:23]1[CH:34]=[CH:33][C:26]([C:27]([NH:29][C:30]([NH2:32])=[NH:31])=[O:28])=[CH:25][CH:24]=1)[CH3:21].C(N(CC)CC)C.